From a dataset of Peptide-MHC class I binding affinity with 185,985 pairs from IEDB/IMGT. Regression. Given a peptide amino acid sequence and an MHC pseudo amino acid sequence, predict their binding affinity value. This is MHC class I binding data. (1) The peptide sequence is ELESQISEL. The MHC is HLA-A02:06 with pseudo-sequence HLA-A02:06. The binding affinity (normalized) is 0.00810. (2) The peptide sequence is LLKILDNLR. The MHC is HLA-A11:01 with pseudo-sequence HLA-A11:01. The binding affinity (normalized) is 0.404. (3) The peptide sequence is TPVMSRFAA. The MHC is HLA-A02:01 with pseudo-sequence HLA-A02:01. The binding affinity (normalized) is 0.0847.